From a dataset of Forward reaction prediction with 1.9M reactions from USPTO patents (1976-2016). Predict the product of the given reaction. (1) Given the reactants [NH2:1][C:2]1[N:7]=[CH:6][C:5]([NH:8][C:9]([C:11]2[CH:12]=[C:13]([CH:17]=[CH:18][C:19]=2[CH3:20])[C:14]([OH:16])=O)=[O:10])=[CH:4][CH:3]=1.C(Cl)Cl.Cl.CN(C)CCCN=C=NCC.[NH2:36][CH2:37][CH:38]1[CH2:40][CH2:39]1, predict the reaction product. The product is: [NH2:1][C:2]1[N:7]=[CH:6][C:5]([NH:8][C:9](=[O:10])[C:11]2[CH:12]=[C:13]([CH:17]=[CH:18][C:19]=2[CH3:20])[C:14]([NH:36][CH2:37][CH:38]2[CH2:40][CH2:39]2)=[O:16])=[CH:4][CH:3]=1. (2) Given the reactants [C:1]([C:3]1[CH:4]=[CH:5][C:6]([O:12][CH3:13])=[C:7]([CH:11]=1)[C:8]([OH:10])=O)#[N:2].C(Cl)(=O)C(Cl)=O.[N:20]1([CH2:26][C:27]2[CH:41]=[CH:40][C:30]3[NH:31][C:32]([C:34]4[C:38]([NH2:39])=[CH:37][NH:36][N:35]=4)=[N:33][C:29]=3[CH:28]=2)[CH2:25][CH2:24][O:23][CH2:22][CH2:21]1.C(C1C=CC(OC)=C(C=1)C(Cl)=O)#N.C(N(C(C)C)CC)(C)C, predict the reaction product. The product is: [C:1]([C:3]1[CH:4]=[CH:5][C:6]([O:12][CH3:13])=[C:7]([CH:11]=1)[C:8]([NH:39][C:38]1[C:34]([C:32]2[NH:31][C:30]3[CH:40]=[CH:41][C:27]([CH2:26][N:20]4[CH2:21][CH2:22][O:23][CH2:24][CH2:25]4)=[CH:28][C:29]=3[N:33]=2)=[N:35][NH:36][CH:37]=1)=[O:10])#[N:2]. (3) Given the reactants [H-].[Al+3].[Li+].[H-].[H-].[H-].[CH3:7][O:8][C:9]1[CH:10]=[C:11]([CH:14]=[CH:15][CH:16]=1)[C:12]#[N:13], predict the reaction product. The product is: [CH3:7][O:8][C:9]1[CH:10]=[C:11]([CH:14]=[CH:15][CH:16]=1)[CH2:12][NH2:13]. (4) The product is: [C:62]1([C:55]([C:68]2[CH:73]=[CH:72][CH:71]=[CH:70][CH:69]=2)([C:56]2[CH:57]=[CH:58][CH:59]=[CH:60][CH:61]=2)[O:74][NH:75][C:8](=[O:9])[C@@H:7]([N:1]2[CH2:2][CH2:3][O:4][CH2:5][CH2:6]2)[CH2:11][N:12]([C:17]2[CH:18]=[CH:19][C:20]([O:23][C:24]3[CH:29]=[CH:28][C:27]([C:30]([F:33])([F:31])[F:32])=[CH:26][CH:25]=3)=[CH:21][CH:22]=2)[S:13]([CH3:16])(=[O:15])=[O:14])[CH:63]=[CH:64][CH:65]=[CH:66][CH:67]=1. Given the reactants [N:1]1([C@@H:7]([CH2:11][N:12]([C:17]2[CH:22]=[CH:21][C:20]([O:23][C:24]3[CH:29]=[CH:28][C:27]([C:30]([F:33])([F:32])[F:31])=[CH:26][CH:25]=3)=[CH:19][CH:18]=2)[S:13]([CH3:16])(=[O:15])=[O:14])[C:8](O)=[O:9])[CH2:6][CH2:5][O:4][CH2:3][CH2:2]1.C(Cl)CCl.C1C=CC2N(O)N=NC=2C=1.CCN(CC)CC.[C:55]([O:74][NH2:75])([C:68]1[CH:73]=[CH:72][CH:71]=[CH:70][CH:69]=1)([C:62]1[CH:67]=[CH:66][CH:65]=[CH:64][CH:63]=1)[C:56]1[CH:61]=[CH:60][CH:59]=[CH:58][CH:57]=1, predict the reaction product. (5) Given the reactants FC(F)(F)C(O)=O.[NH2:8][C@H:9]1[C@H:18]([C:19]([O:21][CH2:22][CH3:23])=[O:20])[CH2:17][C:16]2[C:11](=[CH:12][CH:13]=[CH:14][CH:15]=2)[CH2:10]1.[Cl:24][C:25]1[CH:26]=[C:27]2[C:31](=[CH:32][CH:33]=1)[NH:30][C:29]([C:34](O)=[O:35])=[CH:28]2.Cl.C(N=C=N)C.ON1C2N=CC=CC=2N=N1.C(N(C(C)C)CC)(C)C, predict the reaction product. The product is: [CH2:22]([O:21][C:19]([C@H:18]1[C@H:9]([NH:8][C:34]([C:29]2[NH:30][C:31]3[C:27]([CH:28]=2)=[CH:26][C:25]([Cl:24])=[CH:33][CH:32]=3)=[O:35])[CH2:10][C:11]2[C:16](=[CH:15][CH:14]=[CH:13][CH:12]=2)[CH2:17]1)=[O:20])[CH3:23]. (6) Given the reactants [I-].[Na+].Cl[Si](C)(C)C.[CH:8]1([CH2:11][N:12]2[CH:17]=[C:16]([O:18]C)[C:15](=[O:20])[C:14]([C:21]3[N:25]([C:26]4[CH:31]=[CH:30][CH:29]=[CH:28][CH:27]=4)[N:24]=[CH:23][CH:22]=3)=[N:13]2)[CH2:10][CH2:9]1.O, predict the reaction product. The product is: [CH:8]1([CH2:11][N:12]2[CH:17]=[C:16]([OH:18])[C:15](=[O:20])[C:14]([C:21]3[N:25]([C:26]4[CH:31]=[CH:30][CH:29]=[CH:28][CH:27]=4)[N:24]=[CH:23][CH:22]=3)=[N:13]2)[CH2:9][CH2:10]1. (7) Given the reactants [C:1]1(B(O)O)[CH:6]=[CH:5][CH:4]=[CH:3][CH:2]=1.Cl[C:11]1[CH:12]=[C:13]([CH:19]=[CH:20][N:21]=1)[C:14]([O:16][CH2:17][CH3:18])=[O:15], predict the reaction product. The product is: [C:1]1([C:11]2[CH:12]=[C:13]([CH:19]=[CH:20][N:21]=2)[C:14]([O:16][CH2:17][CH3:18])=[O:15])[CH:6]=[CH:5][CH:4]=[CH:3][CH:2]=1. (8) Given the reactants Cl[C:2]1[CH:3]=[C:4]([CH:19]=[CH:20][CH:21]=1)[CH2:5][C:6]1[C:11](=[O:12])[CH:10]=[CH:9][N:8]([C:13]2[CH:14]=[N:15][N:16]([CH3:18])[CH:17]=2)[N:7]=1.[B:22]1([B:22]2[O:26][C:25]([CH3:28])([CH3:27])[C:24]([CH3:30])([CH3:29])[O:23]2)[O:26][C:25]([CH3:28])([CH3:27])[C:24]([CH3:30])([CH3:29])[O:23]1.CC(C1C=C(C(C)C)C(C2C=CC=CC=2P(C2CCCCC2)C2CCCCC2)=C(C(C)C)C=1)C.CC([O-])=O.[K+], predict the reaction product. The product is: [CH3:18][N:16]1[CH:17]=[C:13]([N:8]2[CH:9]=[CH:10][C:11](=[O:12])[C:6]([CH2:5][C:4]3[CH:19]=[CH:20][CH:21]=[C:2]([B:22]4[O:26][C:25]([CH3:28])([CH3:27])[C:24]([CH3:30])([CH3:29])[O:23]4)[CH:3]=3)=[N:7]2)[CH:14]=[N:15]1.